From a dataset of NCI-60 drug combinations with 297,098 pairs across 59 cell lines. Regression. Given two drug SMILES strings and cell line genomic features, predict the synergy score measuring deviation from expected non-interaction effect. (1) Drug 2: C1=CC(=C2C(=C1NCCNCCO)C(=O)C3=C(C=CC(=C3C2=O)O)O)NCCNCCO. Drug 1: C1CCC(C1)C(CC#N)N2C=C(C=N2)C3=C4C=CNC4=NC=N3. Synergy scores: CSS=40.4, Synergy_ZIP=8.07, Synergy_Bliss=7.50, Synergy_Loewe=-0.465, Synergy_HSA=9.96. Cell line: EKVX. (2) Drug 1: CC1=C2C(C(=O)C3(C(CC4C(C3C(C(C2(C)C)(CC1OC(=O)C(C(C5=CC=CC=C5)NC(=O)C6=CC=CC=C6)O)O)OC(=O)C7=CC=CC=C7)(CO4)OC(=O)C)O)C)OC(=O)C. Drug 2: CNC(=O)C1=NC=CC(=C1)OC2=CC=C(C=C2)NC(=O)NC3=CC(=C(C=C3)Cl)C(F)(F)F. Cell line: 786-0. Synergy scores: CSS=3.58, Synergy_ZIP=12.4, Synergy_Bliss=16.5, Synergy_Loewe=14.2, Synergy_HSA=14.6. (3) Drug 1: CC1=C(C=C(C=C1)NC(=O)C2=CC=C(C=C2)CN3CCN(CC3)C)NC4=NC=CC(=N4)C5=CN=CC=C5. Drug 2: CCC1(CC2CC(C3=C(CCN(C2)C1)C4=CC=CC=C4N3)(C5=C(C=C6C(=C5)C78CCN9C7C(C=CC9)(C(C(C8N6C)(C(=O)OC)O)OC(=O)C)CC)OC)C(=O)OC)O.OS(=O)(=O)O. Cell line: OVCAR-4. Synergy scores: CSS=0.468, Synergy_ZIP=-0.907, Synergy_Bliss=-0.194, Synergy_Loewe=-0.353, Synergy_HSA=-0.971. (4) Drug 1: CC(CN1CC(=O)NC(=O)C1)N2CC(=O)NC(=O)C2. Drug 2: C1=C(C(=O)NC(=O)N1)N(CCCl)CCCl. Cell line: UO-31. Synergy scores: CSS=21.3, Synergy_ZIP=-6.33, Synergy_Bliss=-2.68, Synergy_Loewe=0.272, Synergy_HSA=1.20.